Dataset: hERG potassium channel inhibition data for cardiac toxicity prediction from Karim et al.. Task: Regression/Classification. Given a drug SMILES string, predict its toxicity properties. Task type varies by dataset: regression for continuous values (e.g., LD50, hERG inhibition percentage) or binary classification for toxic/non-toxic outcomes (e.g., AMES mutagenicity, cardiotoxicity, hepatotoxicity). Dataset: herg_karim. (1) The compound is CNC(=O)c1ccccc1Nc1nc(Nc2ccc3c(c2OC)CCCC(N2CCN(CCO)CC2)C3)ncc1Cl. The result is 0 (non-blocker). (2) The molecule is CN1Cc2ccccc2[C@H](c2ccc(F)cc2F)N=C1CCc1ccc(NS(C)(=O)=O)cc1.Cl. The result is 0 (non-blocker). (3) The molecule is CC#CCn1c(N2CCC[C@H](N)C2)c(C#N)c2c1c(=O)n(Cc1nc(C)c3ccccc3n1)c(=O)n2C. The result is 0 (non-blocker).